This data is from Catalyst prediction with 721,799 reactions and 888 catalyst types from USPTO. The task is: Predict which catalyst facilitates the given reaction. (1) The catalyst class is: 107. Reactant: [NH2:1][C:2]1[N:7]=[CH:6][C:5]([CH2:8][OH:9])=[CH:4][CH:3]=1.[C:10]([O:14][C:15](O[C:15]([O:14][C:10]([CH3:13])([CH3:12])[CH3:11])=[O:16])=[O:16])([CH3:13])([CH3:12])[CH3:11]. Product: [C:10]([O:14][C:15]([NH:1][C:2]1[N:7]=[CH:6][C:5]([CH2:8][OH:9])=[CH:4][CH:3]=1)=[O:16])([CH3:13])([CH3:12])[CH3:11]. (2) Reactant: [H-].[Na+].ClC1C2N=C(CC(F)(F)F)[N:9](Cl)C=2C=CC=1.[Cl:19][C:20]1[CH:21]=[C:22]2[C:26](=[CH:27][C:28]=1[Cl:29])[NH:25][C:24]([CH2:30][C:31]([F:34])([F:33])[F:32])=C2.[Cl:35][C:36]1[CH:43]=[CH:42][CH:41]=[CH:40][C:37]=1[CH2:38]Br.[NH4+].[Cl-]. Product: [Cl:29][C:28]1[C:20]([Cl:19])=[CH:21][C:22]2[N:9]([CH2:38][C:37]3[CH:40]=[CH:41][CH:42]=[CH:43][C:36]=3[Cl:35])[C:24]([CH2:30][C:31]([F:32])([F:33])[F:34])=[N:25][C:26]=2[CH:27]=1. The catalyst class is: 3. (3) Reactant: [F:1][C:2]([F:29])([F:28])[C:3]1[CH:27]=[CH:26][C:6]([CH2:7][N:8]2[C:24](=[O:25])[N:11]3[N:12]=[CH:13][C:14]([C:17]4[CH:22]=[CH:21][C:20]([Cl:23])=[CH:19][CH:18]=4)=[C:15](Cl)[C:10]3=[N:9]2)=[CH:5][CH:4]=1.[C-:30]#[N:31].[K+]. Product: [F:29][C:2]([F:28])([F:1])[C:3]1[CH:27]=[CH:26][C:6]([CH2:7][N:8]2[C:24](=[O:25])[N:11]3[N:12]=[CH:13][C:14]([C:17]4[CH:18]=[CH:19][C:20]([Cl:23])=[CH:21][CH:22]=4)=[C:15]([C:30]#[N:31])[C:10]3=[N:9]2)=[CH:5][CH:4]=1. The catalyst class is: 60.